The task is: Predict the reactants needed to synthesize the given product.. This data is from Full USPTO retrosynthesis dataset with 1.9M reactions from patents (1976-2016). Given the product [CH3:20][C:17]1[CH:18]=[CH:19][C:14]([N:11]2[CH2:12][CH2:13][NH:8][CH2:9][CH2:10]2)=[N:15][CH:16]=1, predict the reactants needed to synthesize it. The reactants are: C(OC([N:8]1[CH2:13][CH2:12][N:11]([C:14]2[CH:19]=[CH:18][C:17]([CH3:20])=[CH:16][N:15]=2)[CH2:10][CH2:9]1)=O)(C)(C)C.Cl.